Dataset: Reaction yield outcomes from USPTO patents with 853,638 reactions. Task: Predict the reaction yield, written as a fraction of the theoretical maximum amount of product (1.0 means a 100% yield; for example, 0.34 means a 34% yield). (1) The reactants are [Br:1][C:2]1[CH:10]=[C:9]2[C:5]([C:6](=[O:12])C(=O)[NH:8]2)=[CH:4][C:3]=1[F:13].[OH-:14].[Na+].OO.Cl. No catalyst specified. The product is [NH2:8][C:9]1[CH:10]=[C:2]([Br:1])[C:3]([F:13])=[CH:4][C:5]=1[C:6]([OH:12])=[O:14]. The yield is 0.250. (2) The reactants are COC[N:4]1[C:12]2[C:7](=[CH:8][CH:9]=[CH:10][C:11]=2[NH:13][S:14]([C:17]2[S:18][CH:19]=[CH:20][CH:21]=2)(=[O:16])=[O:15])[CH:6]=[C:5]1[C:22]([NH2:24])=[O:23].Br[CH2:26][CH2:27][O:28][CH2:29][CH3:30].C(=O)([O-])[O-].[K+].[K+].O.O.C(O)(=O)C(O)=O. The catalyst is C(OCC)(=O)C.[Cl-].[Na+].O.O.CO.CN(C)C=O. The product is [CH2:27]([O:28][CH2:29][CH2:30][N:13]([S:14]([C:17]1[S:18][CH:19]=[CH:20][CH:21]=1)(=[O:15])=[O:16])[C:11]1[CH:10]=[CH:9][CH:8]=[C:7]2[C:12]=1[NH:4][C:5]([C:22]([NH2:24])=[O:23])=[CH:6]2)[CH3:26]. The yield is 0.950. (3) The reactants are [S:1]1[CH:5]=[CH:4][N:3]=[C:2]1[NH:6][S:7]([C:10]1[CH:11]=[C:12]2[C:16](=[CH:17][CH:18]=1)[NH:15][CH2:14][CH2:13]2)(=[O:9])=[O:8].C(N(CC)CC)C.[Cl:26][CH2:27][C:28](Cl)=[O:29].CC#N. The catalyst is CN(C=O)C. The product is [S:1]1[CH:5]=[CH:4][N:3]=[C:2]1[NH:6][S:7]([C:10]1[CH:11]=[C:12]2[C:16](=[CH:17][CH:18]=1)[N:15]([C:28](=[O:29])[CH2:27][Cl:26])[CH2:14][CH2:13]2)(=[O:9])=[O:8]. The yield is 0.700. (4) The reactants are C([S:4][CH2:5][CH2:6][CH2:7][CH:8]([C:20]([O:22]C)=[O:21])[O:9][C:10]1[CH:11]=[C:12]([CH:17]=[CH:18][CH:19]=1)[C:13]([O:15]C)=[O:14])(=O)C.[OH-].[Na+].Cl. The catalyst is C1COCC1. The product is [C:20]([CH:8]([O:9][C:10]1[CH:11]=[C:12]([CH:17]=[CH:18][CH:19]=1)[C:13]([OH:15])=[O:14])[CH2:7][CH2:6][CH2:5][SH:4])([OH:22])=[O:21]. The yield is 0.690. (5) The reactants are CS([O:5][CH2:6][C:7]1[CH:12]=[C:11]([C:13]([O:15][CH2:16][CH3:17])=[CH2:14])[N:10]=[C:9]([Cl:18])[N:8]=1)(=O)=O.[F:19][CH2:20][CH:21](O)[CH2:22][F:23].[OH-].[Na+]. The catalyst is C1C=CC=CC=1.S([O-])(O)(=O)=O.C([N+](CCCC)(CCCC)CCCC)CCC. The product is [Cl:18][C:9]1[N:8]=[C:7]([CH2:6][O:5][CH:21]([CH2:22][F:23])[CH2:20][F:19])[CH:12]=[C:11]([C:13]([O:15][CH2:16][CH3:17])=[CH2:14])[N:10]=1. The yield is 0.110. (6) The reactants are [NH:1]1[CH2:4][CH:3]([O:5][C:6]2[CH:11]=[CH:10][C:9]([CH2:12][N:13]([CH3:15])[CH3:14])=[CH:8][CH:7]=2)[CH2:2]1.[F:16][CH:17]([F:35])[O:18][C:19]1[CH:24]=[CH:23][C:22]([C:25]2[O:29][C:28]([C:30](OCC)=[O:31])=[N:27][N:26]=2)=[CH:21][CH:20]=1. No catalyst specified. The product is [F:35][CH:17]([F:16])[O:18][C:19]1[CH:20]=[CH:21][C:22]([C:25]2[O:29][C:28]([C:30]([N:1]3[CH2:2][CH:3]([O:5][C:6]4[CH:7]=[CH:8][C:9]([CH2:12][N:13]([CH3:15])[CH3:14])=[CH:10][CH:11]=4)[CH2:4]3)=[O:31])=[N:27][N:26]=2)=[CH:23][CH:24]=1. The yield is 0.150. (7) The reactants are [F:1][C:2]1[CH:7]=[CH:6][CH:5]=[C:4]([F:8])[C:3]=1[N:9]1[C:14]2[N:15]=[C:16]([NH:27][CH2:28][CH2:29][C:30]([NH:32][OH:33])=[NH:31])[N:17]=[C:18]([C:19]3[CH:24]=[CH:23][C:22]([F:25])=[CH:21][C:20]=3[CH3:26])[C:13]=2[CH:12]=[CH:11][C:10]1=[O:34].N1C=CC=CC=1.Cl[C:42](OCC(CC)CCCC)=[O:43]. The catalyst is O. The product is [F:1][C:2]1[CH:7]=[CH:6][CH:5]=[C:4]([F:8])[C:3]=1[N:9]1[C:14]2[N:15]=[C:16]([NH:27][CH2:28][CH2:29][C:30]3[NH:31][C:42](=[O:43])[O:33][N:32]=3)[N:17]=[C:18]([C:19]3[CH:24]=[CH:23][C:22]([F:25])=[CH:21][C:20]=3[CH3:26])[C:13]=2[CH:12]=[CH:11][C:10]1=[O:34]. The yield is 0.280.